From a dataset of Forward reaction prediction with 1.9M reactions from USPTO patents (1976-2016). Predict the product of the given reaction. (1) The product is: [C:38]([Si:35]([CH3:37])([CH3:36])[O:32][CH:10]([CH:11]([NH:19][C:20]([C:22]1[CH:31]=[N:30][C:29]2[C:24](=[CH:25][CH:26]=[CH:27][CH:28]=2)[N:23]=1)=[O:21])[CH2:12][C:13]1[CH:18]=[CH:17][CH:16]=[CH:15][CH:14]=1)[CH2:9][CH:5]([CH2:4][CH2:3][C:2]([F:1])([CH3:34])[CH3:33])[C:6]([OH:8])=[O:7])([CH3:41])([CH3:40])[CH3:39]. Given the reactants [F:1][C:2]([CH3:34])([CH3:33])[CH2:3][CH2:4][CH:5]([CH2:9][CH:10]([OH:32])[CH:11]([NH:19][C:20]([C:22]1[CH:31]=[N:30][C:29]2[C:24](=[CH:25][CH:26]=[CH:27][CH:28]=2)[N:23]=1)=[O:21])[CH2:12][C:13]1[CH:18]=[CH:17][CH:16]=[CH:15][CH:14]=1)[C:6]([OH:8])=[O:7].[Si:35](Cl)([C:38]([CH3:41])([CH3:40])[CH3:39])([CH3:37])[CH3:36].N1C=CN=C1, predict the reaction product. (2) Given the reactants Cl.Cl.[C:3]([C:7]1[CH:12]=[CH:11][CH:10]=[CH:9][C:8]=1[N:13]1[CH2:18][CH2:17][NH:16][CH2:15][CH2:14]1)([CH3:6])([CH3:5])[CH3:4].[C:19]([O:23][C:24]([N:26]1[CH2:31][CH2:30][CH:29]([CH2:32][O:33][C:34]2[CH:42]=[CH:41][C:37]([C:38](O)=[O:39])=[CH:36][CH:35]=2)[CH2:28][CH2:27]1)=[O:25])([CH3:22])([CH3:21])[CH3:20].C(N(CC)CC)C.CCN=C=NCCCN(C)C.C1C=CC2N(O)N=NC=2C=1, predict the reaction product. The product is: [C:3]([C:7]1[CH:12]=[CH:11][CH:10]=[CH:9][C:8]=1[N:13]1[CH2:18][CH2:17][N:16]([C:38]([C:37]2[CH:36]=[CH:35][C:34]([O:33][CH2:32][CH:29]3[CH2:28][CH2:27][N:26]([C:24]([O:23][C:19]([CH3:20])([CH3:21])[CH3:22])=[O:25])[CH2:31][CH2:30]3)=[CH:42][CH:41]=2)=[O:39])[CH2:15][CH2:14]1)([CH3:6])([CH3:4])[CH3:5]. (3) Given the reactants [C:1]([O:5][C:6](=[O:25])[CH2:7][C:8]1[CH:13]=[CH:12][C:11]([O:14]CC2C=CC=CC=2)=[C:10]([CH:22]([CH3:24])[CH3:23])[CH:9]=1)([CH3:4])([CH3:3])[CH3:2], predict the reaction product. The product is: [C:1]([O:5][C:6](=[O:25])[CH2:7][C:8]1[CH:13]=[CH:12][C:11]([OH:14])=[C:10]([CH:22]([CH3:23])[CH3:24])[CH:9]=1)([CH3:4])([CH3:3])[CH3:2]. (4) The product is: [NH2:7][C:8]1[CH:35]=[CH:34][C:11]2[N:12]([CH2:29][C:30]([OH:33])([CH3:32])[CH3:31])[C:13]([NH:15][C:16]([C:18]3[S:19][C:20]([C:23]4[O:27][C:26]([CH3:28])=[N:25][CH:24]=4)=[CH:21][CH:22]=3)=[O:17])=[N:14][C:10]=2[CH:9]=1. Given the reactants C(OC(=O)[NH:7][C:8]1[CH:35]=[CH:34][C:11]2[N:12]([CH2:29][C:30]([OH:33])([CH3:32])[CH3:31])[C:13]([NH:15][C:16]([C:18]3[S:19][C:20]([C:23]4[O:27][C:26]([CH3:28])=[N:25][CH:24]=4)=[CH:21][CH:22]=3)=[O:17])=[N:14][C:10]=2[CH:9]=1)(C)(C)C.C(O)(C(F)(F)F)=O, predict the reaction product.